The task is: Predict the reaction yield, written as a fraction of the theoretical maximum amount of product (1.0 means a 100% yield; for example, 0.34 means a 34% yield).. This data is from Reaction yield outcomes from USPTO patents with 853,638 reactions. (1) The reactants are [CH3:1][C:2]1[N:3]=[C:4]([NH2:17])[O:5][C:6]=1[C:7]1[C:16]2[C:11](=[CH:12][CH:13]=[CH:14][CH:15]=2)[CH:10]=[CH:9][CH:8]=1.[Cl:18]N1C(=O)CCC1=O. The catalyst is ClCCl. The product is [Cl:18][CH2:1][C:2]1[N:3]=[C:4]([NH2:17])[O:5][C:6]=1[C:7]1[C:16]2[C:11](=[CH:12][CH:13]=[CH:14][CH:15]=2)[CH:10]=[CH:9][CH:8]=1. The yield is 0.450. (2) The reactants are C1(C(N2C3C(=CC(C4C=CC=CC=4)=CC=3)CCC2CN2CCN(C3C=CC=C4C=3C=CN4)CC2)=O)CCCCC1.Br[C:42]1[CH:43]=[C:44]2[C:49](=[CH:50][CH:51]=1)[N:48]([C:52]([CH:54]1[CH2:59][CH2:58][CH2:57][CH2:56][CH2:55]1)=[O:53])[CH:47]([CH2:60][N:61]1[CH2:66][CH2:65][N:64]([C:67]3[CH:72]=[CH:71][C:70]([F:73])=[CH:69][C:68]=3[O:74][CH3:75])[CH2:63][CH2:62]1)[CH2:46][CH2:45]2.[C:76]([C:79]1[S:83][C:82](B(O)O)=[CH:81][CH:80]=1)(=[O:78])[CH3:77]. No catalyst specified. The product is [C:76]([C:79]1[S:83][C:82]([C:42]2[CH:43]=[C:44]3[C:49](=[CH:50][CH:51]=2)[N:48]([C:52]([CH:54]2[CH2:59][CH2:58][CH2:57][CH2:56][CH2:55]2)=[O:53])[CH:47]([CH2:60][N:61]2[CH2:66][CH2:65][N:64]([C:67]4[CH:72]=[CH:71][C:70]([F:73])=[CH:69][C:68]=4[O:74][CH3:75])[CH2:63][CH2:62]2)[CH2:46][CH2:45]3)=[CH:81][CH:80]=1)(=[O:78])[CH3:77]. The yield is 0.480. (3) The reactants are [CH2:1]([O:8][C:9](=[O:19])[CH2:10][CH2:11][CH:12]1[CH2:15][C:14](=[O:16])[C:13]1(Cl)Cl)[C:2]1[CH:7]=[CH:6][CH:5]=[CH:4][CH:3]=1. The catalyst is CC(O)=O.[Zn]. The product is [CH2:1]([O:8][C:9](=[O:19])[CH2:10][CH2:11][CH:12]1[CH2:13][C:14](=[O:16])[CH2:15]1)[C:2]1[CH:7]=[CH:6][CH:5]=[CH:4][CH:3]=1. The yield is 0.930. (4) The reactants are C([O:4][CH2:5][C:6]([CH3:54])([CH3:53])[CH2:7][N:8]1[C:14]2[CH:15]=[CH:16][C:17]([Cl:19])=[CH:18][C:13]=2[C@@H:12]([C:20]2[CH:25]=[CH:24][CH:23]=[C:22]([O:26][CH3:27])[C:21]=2[O:28][CH3:29])[O:11][C@H:10]([CH2:30][C:31]([NH:33][C:34]2[CH:35]=[CH:36][C:37]3[O:41][C:40]([C:42]([O:44]CC)=[O:43])=[C:39]([O:47][CH2:48][CH2:49][CH3:50])[C:38]=3[CH:51]=2)=[O:32])[C:9]1=[O:52])(=O)C.[OH-].[Na+].Cl. The catalyst is O1CCCC1.C(O)C. The product is [Cl:19][C:17]1[CH:16]=[CH:15][C:14]2[N:8]([CH2:7][C:6]([CH3:54])([CH3:53])[CH2:5][OH:4])[C:9](=[O:52])[C@@H:10]([CH2:30][C:31]([NH:33][C:34]3[CH:35]=[CH:36][C:37]4[O:41][C:40]([C:42]([OH:44])=[O:43])=[C:39]([O:47][CH2:48][CH2:49][CH3:50])[C:38]=4[CH:51]=3)=[O:32])[O:11][C@H:12]([C:20]3[CH:25]=[CH:24][CH:23]=[C:22]([O:26][CH3:27])[C:21]=3[O:28][CH3:29])[C:13]=2[CH:18]=1. The yield is 0.362. (5) The reactants are [N:1]1[N:5]2[CH:6]=[CH:7][CH:8]=[N:9][C:4]2=[C:3]([C:10](Cl)=[O:11])[CH:2]=1.[Si:13]([O:20][C:21]([CH3:39])([CH3:38])[CH2:22][C:23]1[S:24][C:25]([NH2:37])=[C:26]([C:28]2[CH:33]=[C:32]([Cl:34])[CH:31]=[CH:30][C:29]=2[O:35][CH3:36])[N:27]=1)([C:16]([CH3:19])([CH3:18])[CH3:17])([CH3:15])[CH3:14].N1C=CC=CC=1. The catalyst is C(Cl)Cl. The product is [Si:13]([O:20][C:21]([CH3:39])([CH3:38])[CH2:22][C:23]1[S:24][C:25]([NH:37][C:10]([C:3]2[CH:2]=[N:1][N:5]3[CH:6]=[CH:7][CH:8]=[N:9][C:4]=23)=[O:11])=[C:26]([C:28]2[CH:33]=[C:32]([Cl:34])[CH:31]=[CH:30][C:29]=2[O:35][CH3:36])[N:27]=1)([C:16]([CH3:18])([CH3:19])[CH3:17])([CH3:15])[CH3:14]. The yield is 0.660.